This data is from Full USPTO retrosynthesis dataset with 1.9M reactions from patents (1976-2016). The task is: Predict the reactants needed to synthesize the given product. (1) Given the product [CH2:15]([N:11]1[C:12]2[C:7](=[C:6]([OH:28])[C:5]([C:3]([NH:29][CH2:30][CH2:31][C:32]([OH:34])=[O:33])=[O:4])=[N:14][CH:13]=2)[CH:8]=[C:9]([C:23]2[S:24][CH:25]=[CH:26][N:27]=2)[C:10]1=[O:22])[C:16]1[CH:21]=[CH:20][CH:19]=[CH:18][CH:17]=1, predict the reactants needed to synthesize it. The reactants are: CO[C:3]([C:5]1[C:6]([OH:28])=[C:7]2[C:12](=[CH:13][N:14]=1)[N:11]([CH2:15][C:16]1[CH:21]=[CH:20][CH:19]=[CH:18][CH:17]=1)[C:10](=[O:22])[C:9]([C:23]1[S:24][CH:25]=[CH:26][N:27]=1)=[CH:8]2)=[O:4].[NH2:29][CH2:30][CH2:31][C:32]([OH:34])=[O:33].C[O-].[Na+]. (2) Given the product [CH3:22][O:21][C:14]1[CH:15]=[C:16]([O:19][CH3:20])[CH:17]=[CH:18][C:13]=1[CH2:12][N:9]1[C:10]2[CH:11]=[C:2]([B:32]3[O:36][C:35]([CH3:38])([CH3:37])[C:34]([CH3:40])([CH3:39])[O:33]3)[CH:3]=[CH:4][C:5]=2[C:6]2[N:26]([CH:27]3[CH2:31][CH2:30][O:29][CH2:28]3)[N:25]=[CH:24][C:7]=2[C:8]1=[O:23], predict the reactants needed to synthesize it. The reactants are: Br[C:2]1[CH:3]=[CH:4][C:5]2[C:6]3[N:26]([CH:27]4[CH2:31][CH2:30][O:29][CH2:28]4)[N:25]=[CH:24][C:7]=3[C:8](=[O:23])[N:9]([CH2:12][C:13]3[CH:18]=[CH:17][C:16]([O:19][CH3:20])=[CH:15][C:14]=3[O:21][CH3:22])[C:10]=2[CH:11]=1.[B:32]1([B:32]2[O:36][C:35]([CH3:38])([CH3:37])[C:34]([CH3:40])([CH3:39])[O:33]2)[O:36][C:35]([CH3:38])([CH3:37])[C:34]([CH3:40])([CH3:39])[O:33]1.C([O-])(=O)C.[K+].O1CCOCC1.